From a dataset of Forward reaction prediction with 1.9M reactions from USPTO patents (1976-2016). Predict the product of the given reaction. (1) Given the reactants C(Cl)(=O)C(Cl)=O.CS(C)=O.[C:11]([O:15][C:16]([N:18]1[CH2:22][CH2:21][CH:20]([OH:23])[CH2:19]1)=[O:17])([CH3:14])([CH3:13])[CH3:12].CCN(C(C)C)C(C)C, predict the reaction product. The product is: [C:11]([O:15][C:16]([N:18]1[CH2:22][CH2:21][C:20](=[O:23])[CH2:19]1)=[O:17])([CH3:14])([CH3:12])[CH3:13]. (2) Given the reactants CC(C[AlH]CC(C)C)C.[CH3:10][C:11]1[CH:18]=[C:17]([C:19]2[S:20][C:21]3[C:26]([N:27]=2)=[CH:25][CH:24]=[C:23]([C:28]2([C:31]4[CH:36]=[CH:35][CH:34]=[CH:33][CH:32]=4)[CH2:30][CH2:29]2)[N:22]=3)[CH:16]=[CH:15][C:12]=1[C:13]#N.C(C(C(C([O-])=O)O)O)([O-])=[O:38], predict the reaction product. The product is: [CH3:10][C:11]1[CH:18]=[C:17]([C:19]2[S:20][C:21]3[C:26]([N:27]=2)=[CH:25][CH:24]=[C:23]([C:28]2([C:31]4[CH:36]=[CH:35][CH:34]=[CH:33][CH:32]=4)[CH2:30][CH2:29]2)[N:22]=3)[CH:16]=[CH:15][C:12]=1[CH:13]=[O:38]. (3) Given the reactants Cl[C:2]1[C:7]([CH:8]=O)=[C:6]([C:10]2[CH:15]=[CH:14][CH:13]=[C:12]([C:16]([CH3:20])([CH3:19])[C:17]#[N:18])[N:11]=2)[CH:5]=[CH:4][N:3]=1.[NH2:21][NH2:22], predict the reaction product. The product is: [NH:21]1[C:2]2=[N:3][CH:4]=[CH:5][C:6]([C:10]3[N:11]=[C:12]([C:16]([CH3:20])([CH3:19])[C:17]#[N:18])[CH:13]=[CH:14][CH:15]=3)=[C:7]2[CH:8]=[N:22]1. (4) Given the reactants [Cl:1][C:2]1[C:7]2[N:8]=[CH:9][N:10]([CH3:11])[C:6]=2[C:5]([C:12]([OH:14])=O)=[CH:4][N:3]=1.F[P-](F)(F)(F)(F)F.N1([O:31]C(N(C)C)=[N+](C)C)C2C=CC=CC=2N=N1.[CH:39]([N:42](CC)[CH:43]([CH3:45])C)(C)[CH3:40], predict the reaction product. The product is: [Cl:1][C:2]1[C:7]2[N:8]=[CH:9][N:10]([CH3:11])[C:6]=2[C:5]([C:12]([N:42]2[CH2:43][CH2:45][O:31][CH2:40][CH2:39]2)=[O:14])=[CH:4][N:3]=1. (5) Given the reactants [C:1]([CH2:3][C:4]1([N:22]2[CH:26]=[C:25]([C:27]3[C:28]4[CH:35]=[CH:34][N:33]([CH2:36][O:37][CH2:38][CH2:39][Si:40]([CH3:43])([CH3:42])[CH3:41])[C:29]=4[N:30]=[CH:31][N:32]=3)[CH:24]=[N:23]2)[CH2:7][N:6]([C:8]2([CH3:21])[CH2:13][CH2:12][N:11](C(OC(C)(C)C)=O)[CH2:10][CH2:9]2)[CH2:5]1)#[N:2].Cl, predict the reaction product. The product is: [CH3:21][C:8]1([N:6]2[CH2:7][C:4]([CH2:3][C:1]#[N:2])([N:22]3[CH:26]=[C:25]([C:27]4[C:28]5[CH:35]=[CH:34][N:33]([CH2:36][O:37][CH2:38][CH2:39][Si:40]([CH3:42])([CH3:41])[CH3:43])[C:29]=5[N:30]=[CH:31][N:32]=4)[CH:24]=[N:23]3)[CH2:5]2)[CH2:13][CH2:12][NH:11][CH2:10][CH2:9]1. (6) Given the reactants Cl.[CH2:2]([C@@H:5]1[C@H:14]2[CH2:15][CH2:16][N:17]([C:18]([C@H:20]3[CH2:25][CH2:24][CH2:23][CH2:22][C@H:21]3[NH2:26])=[O:19])[C@H:13]2[C:12]2[CH:11]=[CH:10][CH:9]=[CH:8][C:7]=2[NH:6]1)[CH2:3][CH3:4].[CH3:27][C:28]1[NH:32][C:31]2[CH:33]=[CH:34][C:35]([C:37](O)=[O:38])=[CH:36][C:30]=2[N:29]=1.C(N(CC)CC)C.CCOC(OC(OCC)=O)=O, predict the reaction product. The product is: [CH3:27][C:28]1[NH:32][C:31]2[CH:33]=[CH:34][C:35]([C:37]([NH:26][C@@H:21]3[CH2:22][CH2:23][CH2:24][CH2:25][C@@H:20]3[C:18]([N:17]3[C@@H:13]4[C@@H:14]([C@H:5]([CH2:2][CH2:3][CH3:4])[NH:6][C:7]5[CH:8]=[CH:9][CH:10]=[CH:11][C:12]=54)[CH2:15][CH2:16]3)=[O:19])=[O:38])=[CH:36][C:30]=2[N:29]=1. (7) Given the reactants [F:1][C:2]([F:6])([F:5])[CH2:3][NH2:4].[CH3:7][C@@H:8]1[CH2:12][NH:11][CH2:10][C@@H:9]1[C:13]1[N:17]2[C:18]3[CH:24]=[CH:23][N:22]([S:25]([C:28]4[CH:34]=[CH:33][C:31]([CH3:32])=[CH:30][CH:29]=4)(=[O:27])=[O:26])[C:19]=3[N:20]=[CH:21][C:16]2=[N:15][CH:14]=1.CN([CH:38]=[O:39])C, predict the reaction product. The product is: [CH3:7][C@H:8]1[C@@H:9]([C:13]2[N:17]3[C:18]4[CH:24]=[CH:23][N:22]([S:25]([C:28]5[CH:29]=[CH:30][C:31]([CH3:32])=[CH:33][CH:34]=5)(=[O:27])=[O:26])[C:19]=4[N:20]=[CH:21][C:16]3=[N:15][CH:14]=2)[CH2:10][N:11]([C:38]([NH:4][CH2:3][C:2]([F:6])([F:5])[F:1])=[O:39])[CH2:12]1. (8) Given the reactants [O:1]=[C:2]1[C:10]2[C:5](=[N:6][C:7]([CH2:11][CH2:12][CH:13]=O)=[CH:8][CH:9]=2)[CH2:4][O:3]1.[CH3:15][NH:16][CH2:17][CH:18]([OH:21])[CH2:19][OH:20], predict the reaction product. The product is: [OH:21][CH:18]([CH2:19][OH:20])[CH2:17][N:16]([CH3:15])[CH2:13][CH2:12][CH2:11][C:7]1[N:6]=[C:5]2[CH2:4][O:3][C:2](=[O:1])[C:10]2=[CH:9][CH:8]=1. (9) Given the reactants [N:1]1[CH:6]=[CH:5][CH:4]=[CH:3][C:2]=1[NH:7][C:8]1[CH:12]=[C:11]([S:13][C:14]2[CH:15]=[C:16]([CH:20]=[CH:21][CH:22]=2)[C:17]([OH:19])=O)[NH:10][N:9]=1.[C:23]1([S:29]([N:32]2[CH2:35][CH:34]([NH:36]C(=O)OC(C)(C)C)[CH2:33]2)(=[O:31])=[O:30])[CH:28]=[CH:27][CH:26]=[CH:25][CH:24]=1, predict the reaction product. The product is: [C:23]1([S:29]([N:32]2[CH2:33][CH:34]([NH:36][C:17](=[O:19])[C:16]3[CH:20]=[CH:21][CH:22]=[C:14]([S:13][C:11]4[NH:10][N:9]=[C:8]([NH:7][C:2]5[CH:3]=[CH:4][CH:5]=[CH:6][N:1]=5)[CH:12]=4)[CH:15]=3)[CH2:35]2)(=[O:30])=[O:31])[CH:28]=[CH:27][CH:26]=[CH:25][CH:24]=1.